From a dataset of Experimentally validated miRNA-target interactions with 360,000+ pairs, plus equal number of negative samples. Binary Classification. Given a miRNA mature sequence and a target amino acid sequence, predict their likelihood of interaction. The miRNA is hsa-miR-34a-5p with sequence UGGCAGUGUCUUAGCUGGUUGU. The protein sequence of the target gene is MSNAKERKHAKKMRNQPTNVTLSSGFVADRGVKHHSGGEKPFQAQKQEPHPGTSRQRQTRVNPHSLPDPEVNEQSSSKGMFRKKGGWKAGPEGTSQEIPKYITASTFAQARAAEISAMLKAVTQKSSNSLVFQTLPRHMRRRAMSHNVKRLPRRLQEIAQKEAEKAVHQKKEHSKNKCHKARRCHMNRTLEFNRRQKKNIWLETHIWHAKRFHMVKKWGYCLGERPTVKSHRACYRAMTNRCLLQDLSYYCCLELKGKEEEILKALSGMCNIDTGLTFAAVHCLSGKRQGSLVLYRVNKY.... Result: 1 (interaction).